From a dataset of Peptide-MHC class II binding affinity with 134,281 pairs from IEDB. Regression. Given a peptide amino acid sequence and an MHC pseudo amino acid sequence, predict their binding affinity value. This is MHC class II binding data. (1) The peptide sequence is AQLSQLISLLPSTLQ. The MHC is HLA-DQA10101-DQB10501 with pseudo-sequence HLA-DQA10101-DQB10501. The binding affinity (normalized) is 0.302. (2) The peptide sequence is EGGNIYTKKEAFNVE. The MHC is DRB1_0301 with pseudo-sequence DRB1_0301. The binding affinity (normalized) is 0.152. (3) The peptide sequence is AFIPDGDNLFPKV. The binding affinity (normalized) is 0.798. The MHC is DRB3_0101 with pseudo-sequence DRB3_0101. (4) The peptide sequence is GDSYYYSEPTSENNA. The MHC is DRB3_0101 with pseudo-sequence DRB3_0101. The binding affinity (normalized) is 0.411. (5) The MHC is HLA-DQA10501-DQB10302 with pseudo-sequence HLA-DQA10501-DQB10302. The binding affinity (normalized) is 0.463. The peptide sequence is MYMWLGARYLEFEAL. (6) The peptide sequence is WTGALVTPCAAEEQK. The MHC is DRB1_1101 with pseudo-sequence DRB1_1101. The binding affinity (normalized) is 0. (7) The peptide sequence is AWMSAAATQAEQAAT. The MHC is HLA-DQA10501-DQB10301 with pseudo-sequence HLA-DQA10501-DQB10301. The binding affinity (normalized) is 0.647.